From a dataset of Forward reaction prediction with 1.9M reactions from USPTO patents (1976-2016). Predict the product of the given reaction. (1) The product is: [CH3:1][C:2]1[CH:3]=[C:4]2[C:8](=[CH:9][CH:10]=1)[C:7](=[O:11])[CH2:6][C@H:5]2[C:12]1[CH:17]=[CH:16][CH:15]=[CH:14][CH:13]=1. Given the reactants [CH3:1][C:2]1[CH:3]=[C:4]2[C:8](=[CH:9][CH:10]=1)[C@@H:7]([OH:11])[CH:6]=[C:5]2[C:12]1[CH:17]=[CH:16][CH:15]=[CH:14][CH:13]=1.C1N2CCN(CC2)C1, predict the reaction product. (2) Given the reactants [Br:1][C:2]1[CH:11]=[CH:10][CH:9]=[C:8]2[C:3]=1[CH2:4][CH:5]=[N:6][CH2:7]2.[Cl:12][C:13]1[C:14]([F:27])=[C:15]([N:19]2[CH:23]=[C:22]([C:24]([OH:26])=O)[N:21]=[N:20]2)[CH:16]=[CH:17][CH:18]=1.[N+:28]([C:30]1[CH:42]=[CH:41][C:33]([C:34]([O:36][C:37]([CH3:40])([CH3:39])[CH3:38])=[O:35])=[CH:32][CH:31]=1)#[C-:29].C[OH:44], predict the reaction product. The product is: [Br:1][C:2]1[CH:11]=[CH:10][CH:9]=[C:8]2[C:3]=1[CH2:4][CH2:5][N:6]([C:24]([C:22]1[N:21]=[N:20][N:19]([C:15]3[CH:16]=[CH:17][CH:18]=[C:13]([Cl:12])[C:14]=3[F:27])[CH:23]=1)=[O:26])[CH:7]2[C:29]([NH:28][C:30]1[CH:42]=[CH:41][C:33]([C:34]([O:36][C:37]([CH3:39])([CH3:38])[CH3:40])=[O:35])=[CH:32][CH:31]=1)=[O:44]. (3) Given the reactants [CH3:1][C:2]1[C:11]([CH3:12])=[C:10](O)[C:9]2[C:4](=[C:5]([C:14]([F:17])([F:16])[F:15])[CH:6]=[CH:7][CH:8]=2)[N:3]=1.O=P(Cl)(Cl)[Cl:20], predict the reaction product. The product is: [Cl:20][C:10]1[C:9]2[C:4](=[C:5]([C:14]([F:17])([F:16])[F:15])[CH:6]=[CH:7][CH:8]=2)[N:3]=[C:2]([CH3:1])[C:11]=1[CH3:12]. (4) Given the reactants [C:1]([O:5][C:6](=[O:34])[NH:7][C:8]1([C:16]2[CH:25]=[CH:24][C:23]3[C:18](=[CH:19][CH:20]=[C:21]([O:26]CC4C=CC=CC=4)[CH:22]=3)[CH:17]=2)[CH2:13][O:12][C:11]([CH3:15])([CH3:14])[O:10][CH2:9]1)([CH3:4])([CH3:3])[CH3:2].C(O)C, predict the reaction product. The product is: [OH:26][C:21]1[CH:22]=[C:23]2[C:18](=[CH:19][CH:20]=1)[CH:17]=[C:16]([C:8]1([NH:7][C:6](=[O:34])[O:5][C:1]([CH3:4])([CH3:3])[CH3:2])[CH2:13][O:12][C:11]([CH3:15])([CH3:14])[O:10][CH2:9]1)[CH:25]=[CH:24]2. (5) Given the reactants [Cl:1][C:2]1[CH:14]=[C:13]2[C:5]([C:6]3[C:7](=[O:22])[C:8]4[CH:20]=[CH:19][C:18]([OH:21])=[CH:17][C:9]=4[C:10]([CH3:16])([CH3:15])[C:11]=3[NH:12]2)=[CH:4][CH:3]=1.Cl[CH2:24][CH2:25][N:26]([CH2:29][CH3:30])[CH2:27][CH3:28].C(=O)([O-])[O-].[Cs+].[Cs+].O, predict the reaction product. The product is: [Cl:1][C:2]1[CH:14]=[C:13]2[C:5]([C:6]3[C:7](=[O:22])[C:8]4[CH:20]=[CH:19][C:18]([O:21][CH2:24][CH2:25][N:26]([CH2:29][CH3:30])[CH2:27][CH3:28])=[CH:17][C:9]=4[C:10]([CH3:16])([CH3:15])[C:11]=3[NH:12]2)=[CH:4][CH:3]=1. (6) Given the reactants [CH3:1][C:2]1[CH:3]=[C:4]([CH:8]=[CH:9][C:10]=1[C:11]([N:13]1[CH2:17][CH2:16][CH2:15][CH2:14]1)=[O:12])[C:5]([OH:7])=O.CN(C(ON1N=NC2C=CC=CC1=2)=[N+](C)C)C.[B-](F)(F)(F)F.C(N(C(C)C)CC)(C)C.[Cl:49][C:50]1[CH:75]=[CH:74][C:53]2[NH:54][C:55]([CH:57]([NH2:73])[CH2:58][CH2:59][CH2:60][CH2:61][NH:62][C:63]([O:65][CH2:66][C:67]3[CH:72]=[CH:71][CH:70]=[CH:69][CH:68]=3)=[O:64])=[N:56][C:52]=2[CH:51]=1.ClCl, predict the reaction product. The product is: [Cl:49][C:50]1[CH:75]=[CH:74][C:53]2[NH:54][C:55]([CH:57]([NH:73][C:5](=[O:7])[C:4]3[CH:8]=[CH:9][C:10]([C:11]([N:13]4[CH2:17][CH2:16][CH2:15][CH2:14]4)=[O:12])=[C:2]([CH3:1])[CH:3]=3)[CH2:58][CH2:59][CH2:60][CH2:61][NH:62][C:63]([O:65][CH2:66][C:67]3[CH:68]=[CH:69][CH:70]=[CH:71][CH:72]=3)=[O:64])=[N:56][C:52]=2[CH:51]=1. (7) Given the reactants FC1C(F)=CC(C2C=CC(OCC3C=C4C(C=CN4)=CC=3)=CC=2)=C(OC)C=1.C(OC([N:35]1[C:43]2[C:38](=[C:39]([CH2:44][O:45][C:46]3[CH:51]=[CH:50][C:49]([C:52]4[CH:57]=[C:56]([F:58])[C:55]([F:59])=[CH:54][C:53]=4[O:60][CH3:61])=[CH:48][CH:47]=3)[CH:40]=[CH:41][CH:42]=2)[CH:37]=[CH:36]1)=O)(C)(C)C, predict the reaction product. The product is: [F:59][C:55]1[C:56]([F:58])=[CH:57][C:52]([C:49]2[CH:50]=[CH:51][C:46]([O:45][CH2:44][C:39]3[CH:40]=[CH:41][CH:42]=[C:43]4[C:38]=3[CH:37]=[CH:36][NH:35]4)=[CH:47][CH:48]=2)=[C:53]([O:60][CH3:61])[CH:54]=1. (8) Given the reactants Br[C:2]1[C:10]2[O:11][CH2:12][CH2:13][C:9]=2[C:8]2[C:7](=[O:14])[CH2:6][CH2:5][C:4]=2[C:3]=1Br.C([O-])(=O)C.[Na+].[H][H], predict the reaction product. The product is: [CH2:13]1[CH2:12][O:11][C:10]2[CH:2]=[CH:3][C:4]3[CH2:5][CH2:6][C:7](=[O:14])[C:8]=3[C:9]1=2.